Predict the reactants needed to synthesize the given product. From a dataset of Full USPTO retrosynthesis dataset with 1.9M reactions from patents (1976-2016). (1) Given the product [CH:1]([C:4]1[CH:5]=[C:6]([P:30]([C:6]2[CH:5]=[C:4]([CH:1]([CH3:2])[CH3:3])[CH:9]=[C:8]([CH:10]([CH3:12])[CH3:11])[CH:7]=2)[C:31]2[CH:36]=[CH:35][CH:34]=[CH:33][C:32]=2[P:37]([C:6]2[CH:7]=[C:8]([CH:10]([CH3:12])[CH3:11])[CH:9]=[C:4]([CH:1]([CH3:3])[CH3:2])[CH:5]=2)[C:20]2[CH:19]=[C:18]([CH:15]([CH3:17])[CH3:16])[CH:23]=[C:22]([CH:24]([CH3:26])[CH3:25])[CH:21]=2)[CH:7]=[C:8]([CH:10]([CH3:12])[CH3:11])[CH:9]=1)([CH3:3])[CH3:2], predict the reactants needed to synthesize it. The reactants are: [CH:1]([C:4]1[CH:5]=[C:6](Br)[CH:7]=[C:8]([CH:10]([CH3:12])[CH3:11])[CH:9]=1)([CH3:3])[CH3:2].[Mg].[CH:15]([C:18]1[CH:19]=[C:20]([Mg]Br)[CH:21]=[C:22]([CH:24]([CH3:26])[CH3:25])[CH:23]=1)([CH3:17])[CH3:16].Cl[P:30](Cl)[C:31]1[CH:36]=[CH:35][CH:34]=[CH:33][C:32]=1[P:37](Cl)Cl. (2) Given the product [F:30][C:29]([F:31])([F:32])[C:27]1[CH:28]=[C:23]([NH:20][C:21]([N:10]2[CH2:9][CH2:8][N:7]([C:3]3[C:2]([Cl:1])=[N:6][S:5][N:4]=3)[CH2:12][CH2:11]2)=[O:22])[CH:24]=[C:25]([C:33]([F:36])([F:34])[F:35])[CH:26]=1, predict the reactants needed to synthesize it. The reactants are: [Cl:1][C:2]1[C:3]([N:7]2[CH2:12][CH2:11][NH:10][CH2:9][CH2:8]2)=[N:4][S:5][N:6]=1.C(N(CC)CC)C.[N:20]([C:23]1[CH:28]=[C:27]([C:29]([F:32])([F:31])[F:30])[CH:26]=[C:25]([C:33]([F:36])([F:35])[F:34])[CH:24]=1)=[C:21]=[O:22].